This data is from Catalyst prediction with 721,799 reactions and 888 catalyst types from USPTO. The task is: Predict which catalyst facilitates the given reaction. (1) Reactant: [CH3:1][CH:2]1[CH2:10][C:9]2[C:4](=[CH:5][C:6]([N+:11]([O-])=O)=[CH:7][CH:8]=2)[N:3]1[C:14](=[O:16])[CH3:15]. Product: [NH2:11][C:6]1[CH:5]=[C:4]2[C:9]([CH2:10][CH:2]([CH3:1])[N:3]2[C:14](=[O:16])[CH3:15])=[CH:8][CH:7]=1. The catalyst class is: 19. (2) Product: [Cl:40][C:41]1[C:42]([C:57]2[N:59]=[C:15]([C:13]3[N:14]=[C:3]4[C:2]([Cl:1])=[CH:7][C:6]([C:8]([F:9])([F:10])[F:11])=[CH:5][N:4]4[CH:12]=3)[O:17][N:58]=2)=[CH:43][C:44]([F:56])=[C:45]([CH2:47][CH2:48][C:49]([O:51][C:52]([CH3:53])([CH3:54])[CH3:55])=[O:50])[CH:46]=1. Reactant: [Cl:1][C:2]1[C:3]2[N:4]([CH:12]=[C:13]([C:15]([OH:17])=O)[N:14]=2)[CH:5]=[C:6]([C:8]([F:11])([F:10])[F:9])[CH:7]=1.CCN=C=NCCCN(C)C.Cl.C1C=CC2N(O)N=NC=2C=1.[Cl:40][C:41]1[C:42]([C:57](=[N:59]O)[NH2:58])=[CH:43][C:44]([F:56])=[C:45]([CH2:47][CH2:48][C:49]([O:51][C:52]([CH3:55])([CH3:54])[CH3:53])=[O:50])[CH:46]=1. The catalyst class is: 3.